Task: Binary Classification. Given a drug SMILES string, predict its activity (active/inactive) in a high-throughput screening assay against a specified biological target.. Dataset: HIV replication inhibition screening data with 41,000+ compounds from the AIDS Antiviral Screen (1) The drug is CCOC(=O)C(C)c1nc2cc(F)c(N3CCOCC3)cc2nc1O. The result is 0 (inactive). (2) The drug is CCCCCCCCCCCCN1C=C(C(N)=O)C(S(=O)(=O)O)c2ccccc21. The result is 0 (inactive). (3) The drug is CCOC(=O)CC(C)(O)C1CCCN1. The result is 0 (inactive). (4) The compound is CC(=O)OC1C=CS(=O)(=O)C1. The result is 0 (inactive). (5) The result is 0 (inactive). The drug is NC1=C(N2CCOCC2)C(=O)NC2=NC(=Cc3ccccc3O)C(=O)N21. (6) The compound is Cl.Nc1ncnc2c1ncn2C1OC(CO)CC1F. The result is 1 (active). (7) The molecule is Cc1nc2c(sc(=NN)n2-c2ccccc2)c(=O)n1C. The result is 0 (inactive). (8) The drug is CC(=O)OC1C(OC2CCCCC2(c2ccccc2)c2ccccc2)O[N+]([O-])=CC12CCCCC2. The result is 0 (inactive). (9) The compound is CN1CCCC(CNC23CC4CC(CC(C4)C2)C3)C1. The result is 0 (inactive). (10) The compound is OC1CC2CC(OCc3ccccc3)CC2C1O. The result is 0 (inactive).